From a dataset of Catalyst prediction with 721,799 reactions and 888 catalyst types from USPTO. Predict which catalyst facilitates the given reaction. (1) Reactant: Cl.[Cl:2][C:3]1[CH:8]=[CH:7][CH:6]=[CH:5][C:4]=1[CH2:9][C:10]([CH:12]1[CH2:17][CH2:16][NH:15][CH2:14][CH2:13]1)=[O:11].[C:18]([O:22][C:23]1[C:24]([CH:29]=O)=[N:25][CH:26]=[CH:27][N:28]=1)([CH3:21])([CH3:20])[CH3:19].C(O[BH-](OC(=O)C)OC(=O)C)(=O)C.[Na+].[OH-].[Na+]. Product: [C:18]([O:22][C:23]1[C:24]([CH2:29][N:15]2[CH2:14][CH2:13][CH:12]([C:10](=[O:11])[CH2:9][C:4]3[CH:5]=[CH:6][CH:7]=[CH:8][C:3]=3[Cl:2])[CH2:17][CH2:16]2)=[N:25][CH:26]=[CH:27][N:28]=1)([CH3:21])([CH3:20])[CH3:19]. The catalyst class is: 4. (2) Reactant: C([Mg]Cl)(C)C.I[C:7]1[CH:8]=[C:9]([CH3:14])[C:10]([CH3:13])=[N:11][CH:12]=1.CON(C)[C:18]([C:20]1[C:29](=[O:30])[C:28]2[C:23](=[N:24][C:25]([CH3:31])=[CH:26][CH:27]=2)[N:22]([CH2:32][C:33]2[CH:38]=[CH:37][CH:36]=[C:35]([Br:39])[N:34]=2)[CH:21]=1)=[O:19].O. Product: [Br:39][C:35]1[N:34]=[C:33]([CH2:32][N:22]2[C:23]3[C:28](=[CH:27][CH:26]=[C:25]([CH3:31])[N:24]=3)[C:29](=[O:30])[C:20]([C:18]([C:7]3[CH:12]=[N:11][C:10]([CH3:13])=[C:9]([CH3:14])[CH:8]=3)=[O:19])=[CH:21]2)[CH:38]=[CH:37][CH:36]=1. The catalyst class is: 7. (3) Reactant: [NH2:1][CH2:2][CH:3]1[CH2:8][CH2:7][NH:6][CH2:5][CH2:4]1.[Cl:9][C:10]1[CH:11]=[C:12]([CH:15]=[CH:16][C:17]=1[Cl:18])[CH2:13]Cl.C(=O)([O-])[O-].[K+].[K+]. Product: [Cl:9][C:10]1[CH:11]=[C:12]([CH:15]=[CH:16][C:17]=1[Cl:18])[CH2:13][N:6]1[CH2:7][CH2:8][CH:3]([CH2:2][NH2:1])[CH2:4][CH2:5]1. The catalyst class is: 10. (4) Reactant: Br[CH2:2][CH2:3][CH2:4][CH:5]([C:17]([F:20])([F:19])[F:18])[CH2:6][C:7]([F:16])([C:12]([F:15])([F:14])[F:13])[C:8]([F:11])([F:10])[F:9].C(O)C.NC(N)=[S:26].[OH-].[Na+]. Product: [F:16][C:7]([C:12]([F:15])([F:14])[F:13])([C:8]([F:11])([F:10])[F:9])[CH2:6][CH:5]([C:17]([F:20])([F:19])[F:18])[CH2:4][CH2:3][CH2:2][SH:26]. The catalyst class is: 6. (5) Reactant: Br[C:2]1[CH:10]=[CH:9][CH:8]=[C:7]2[C:3]=1[C:4]([C:15]([N:17]1[CH2:22][CH2:21][CH:20]([C:23]3[CH:24]=[C:25]([CH:34]=[CH:35][C:36]=3[F:37])[CH2:26][NH:27][C:28](=[O:33])[C:29]([F:32])([F:31])[F:30])[CH2:19][CH2:18]1)=[O:16])=[CH:5][N:6]2[CH2:11][CH2:12][O:13][CH3:14].[F:38][C:39]1[CH:40]=[C:41](B(O)O)[CH:42]=[CH:43][CH:44]=1.C(=O)([O-])[O-].[Cs+].[Cs+].C(Cl)Cl. Product: [F:30][C:29]([F:31])([F:32])[C:28]([NH:27][CH2:26][C:25]1[CH:34]=[CH:35][C:36]([F:37])=[C:23]([CH:20]2[CH2:21][CH2:22][N:17]([C:15]([C:4]3[C:3]4[C:7](=[CH:8][CH:9]=[CH:10][C:2]=4[C:43]4[CH:42]=[CH:41][CH:40]=[C:39]([F:38])[CH:44]=4)[N:6]([CH2:11][CH2:12][O:13][CH3:14])[CH:5]=3)=[O:16])[CH2:18][CH2:19]2)[CH:24]=1)=[O:33]. The catalyst class is: 117. (6) Reactant: [Cl-].[CH3:2][O:3][CH2:4][P+](C1C=CC=CC=1)(C1C=CC=CC=1)C1C=CC=CC=1.[Li]CCCC.[N:29]1[C:38]2[C:33](=[CH:34][CH:35]=[CH:36][CH:37]=2)[CH:32]=[C:31]([CH:39]=O)[CH:30]=1. Product: [CH3:2][O:3]/[CH:4]=[CH:39]/[C:31]1[CH:30]=[N:29][C:38]2[C:33]([CH:32]=1)=[CH:34][CH:35]=[CH:36][CH:37]=2. The catalyst class is: 1. (7) Reactant: C(Cl)(Cl)(Cl)Cl.[CH2:6]([O:13][C:14]1[CH:19]=[CH:18][C:17]([CH2:20][CH3:21])=[C:16]([O:22][CH2:23][CH2:24][CH2:25][C:26]#[N:27])[CH:15]=1)[C:7]1[CH:12]=[CH:11][CH:10]=[CH:9][CH:8]=1.[Br:28]N1C(=O)CCC1=O. Product: [CH2:6]([O:13][C:14]1[CH:15]=[C:16]([O:22][CH2:23][CH2:24][CH2:25][C:26]#[N:27])[C:17]([CH2:20][CH3:21])=[CH:18][C:19]=1[Br:28])[C:7]1[CH:8]=[CH:9][CH:10]=[CH:11][CH:12]=1. The catalyst class is: 4.